This data is from Reaction yield outcomes from USPTO patents with 853,638 reactions. The task is: Predict the reaction yield, written as a fraction of the theoretical maximum amount of product (1.0 means a 100% yield; for example, 0.34 means a 34% yield). (1) The reactants are [CH3:1][C:2]1[CH:11]=[C:10]([CH2:12][O:13][C:14]2[CH:19]=[CH:18][C:17]([S:20]([NH:23][CH:24]3[CH2:29][CH2:28][O:27][CH2:26][CH:25]3[C:30](O)=[O:31])(=[O:22])=[O:21])=[CH:16][CH:15]=2)[C:9]2[C:4](=[CH:5][CH:6]=[CH:7][CH:8]=2)[N:3]=1.[OH:33][N:34]1C2C=CC=CC=2N=N1.Cl.C(N=C=N)C.NO. The catalyst is CN(C=O)C. The product is [OH:33][NH:34][C:30]([C@H:25]1[C@H:24]([NH:23][S:20]([C:17]2[CH:18]=[CH:19][C:14]([O:13][CH2:12][C:10]3[C:9]4[C:4](=[CH:5][CH:6]=[CH:7][CH:8]=4)[N:3]=[C:2]([CH3:1])[CH:11]=3)=[CH:15][CH:16]=2)(=[O:22])=[O:21])[CH2:29][CH2:28][O:27][CH2:26]1)=[O:31]. The yield is 0.0660. (2) The product is [C:20]1([S:26]([N:1]2[C:9]3[C:4](=[CH:5][CH:6]=[CH:7][CH:8]=3)[C:3]([C:10]([NH2:12])=[O:11])=[N:2]2)(=[O:28])=[O:27])[CH:25]=[CH:24][CH:23]=[CH:22][CH:21]=1. The reactants are [NH:1]1[C:9]2[C:4](=[CH:5][CH:6]=[CH:7][CH:8]=2)[C:3]([C:10]([NH2:12])=[O:11])=[N:2]1.C(N(CC)CC)C.[C:20]1([S:26](Cl)(=[O:28])=[O:27])[CH:25]=[CH:24][CH:23]=[CH:22][CH:21]=1. The catalyst is ClCCl. The yield is 0.710.